Dataset: Catalyst prediction with 721,799 reactions and 888 catalyst types from USPTO. Task: Predict which catalyst facilitates the given reaction. (1) The catalyst class is: 439. Product: [CH3:12][N:8]([C:4]1[CH:3]=[C:2]([B:13]2[O:17][C:16]([CH3:19])([CH3:18])[C:15]([CH3:21])([CH3:20])[O:14]2)[CH:7]=[CH:6][N:5]=1)[C:9](=[O:11])[CH3:10]. Reactant: Br[C:2]1[CH:7]=[CH:6][N:5]=[C:4]([N:8]([CH3:12])[C:9](=[O:11])[CH3:10])[CH:3]=1.[B:13]1([B:13]2[O:17][C:16]([CH3:19])([CH3:18])[C:15]([CH3:21])([CH3:20])[O:14]2)[O:17][C:16]([CH3:19])([CH3:18])[C:15]([CH3:21])([CH3:20])[O:14]1.C([O-])(=O)C.[K+]. (2) Reactant: [F:1][C:2]1[CH:7]=[C:6]([F:8])[CH:5]=[CH:4][C:3]=1[N:9]1[C:13]([C:14]2[S:23][C:22]3[C:21]4[N:24]=[C:25]([NH:28][CH2:29][CH:30]5[CH2:34][O:33]C(C)(C)[O:31]5)[CH:26]=[CH:27][C:20]=4[O:19][CH2:18][CH2:17][C:16]=3[CH:15]=2)=[N:12][CH:11]=[N:10]1. Product: [F:1][C:2]1[CH:7]=[C:6]([F:8])[CH:5]=[CH:4][C:3]=1[N:9]1[C:13]([C:14]2[S:23][C:22]3[C:21]4[N:24]=[C:25]([NH:28][CH2:29][CH:30]([OH:31])[CH2:34][OH:33])[CH:26]=[CH:27][C:20]=4[O:19][CH2:18][CH2:17][C:16]=3[CH:15]=2)=[N:12][CH:11]=[N:10]1. The catalyst class is: 89. (3) Reactant: [Br:1][C:2]1[C:3]([N:8]2[CH2:11]C(C#N)[CH2:9]2)=[N:4][CH:5]=[CH:6][CH:7]=1.[OH-:14].[K+].[CH2:16]([OH:18])[CH3:17]. Product: [Br:1][C:2]1[C:3]([N:8]2[CH2:11][CH:17]([C:16]([OH:14])=[O:18])[CH2:9]2)=[N:4][CH:5]=[CH:6][CH:7]=1. The catalyst class is: 6. (4) Reactant: Cl[C:2]1[N:7]=[CH:6][N:5]=[C:4]([N:8]([C:16]2[CH:21]=[CH:20][C:19]([N:22]3[CH2:27][CH2:26][N:25]([CH3:28])[CH2:24][CH2:23]3)=[CH:18][C:17]=2[O:29][CH3:30])[C:9](=[O:15])[O:10][C:11]([CH3:14])([CH3:13])[CH3:12])[CH:3]=1.[N+:31]([C:34]1[CH:35]=[C:36]([CH:38]=[CH:39][CH:40]=1)[NH2:37])([O-:33])=[O:32].C([O-])([O-])=O.[K+].[K+].CC(C1C=C(C(C)C)C(C2C=CC=CC=2P(C2CCCCC2)C2CCCCC2)=C(C(C)C)C=1)C. Product: [CH3:30][O:29][C:17]1[CH:18]=[C:19]([N:22]2[CH2:27][CH2:26][N:25]([CH3:28])[CH2:24][CH2:23]2)[CH:20]=[CH:21][C:16]=1[N:8]([C:4]1[CH:3]=[C:2]([NH:37][C:36]2[CH:38]=[CH:39][CH:40]=[C:34]([N+:31]([O-:33])=[O:32])[CH:35]=2)[N:7]=[CH:6][N:5]=1)[C:9](=[O:15])[O:10][C:11]([CH3:14])([CH3:13])[CH3:12]. The catalyst class is: 110. (5) Reactant: [NH:1]1[CH2:6][CH2:5][CH:4]([C@H:7]2[CH2:9][C@H:8]2[CH2:10][CH2:11][OH:12])[CH2:3][CH2:2]1.C(=O)([O-])[O-].[Cs+].[Cs+].Cl[C:20]1[N:25]=[CH:24][C:23]([O:26][CH3:27])=[CH:22][N:21]=1. Product: [CH3:27][O:26][C:23]1[CH:22]=[N:21][C:20]([N:1]2[CH2:6][CH2:5][CH:4]([C@H:7]3[CH2:9][C@H:8]3[CH2:10][CH2:11][OH:12])[CH2:3][CH2:2]2)=[N:25][CH:24]=1. The catalyst class is: 31. (6) Reactant: Br[C:2]1[C:7]([N:8]([CH2:23][O:24][CH3:25])[S:9]([C:12]2[CH:17]=[CH:16][C:15]([Cl:18])=[C:14]([C:19]([F:22])([F:21])[F:20])[CH:13]=2)(=[O:11])=[O:10])=[CH:6][C:5]([CH3:26])=[CH:4][N:3]=1.C([Mg]Cl)(C)C.[F:32][C:33]1[CH:40]=[CH:39][CH:38]=[C:37]([O:41][CH3:42])[C:34]=1[CH:35]=[O:36]. The catalyst class is: 1. Product: [Cl:18][C:15]1[CH:16]=[CH:17][C:12]([S:9]([N:8]([C:7]2[C:2]([CH:35]([C:34]3[C:37]([O:41][CH3:42])=[CH:38][CH:39]=[CH:40][C:33]=3[F:32])[OH:36])=[N:3][CH:4]=[C:5]([CH3:26])[CH:6]=2)[CH2:23][O:24][CH3:25])(=[O:11])=[O:10])=[CH:13][C:14]=1[C:19]([F:22])([F:21])[F:20].